The task is: Predict the reaction yield, written as a fraction of the theoretical maximum amount of product (1.0 means a 100% yield; for example, 0.34 means a 34% yield).. This data is from Reaction yield outcomes from USPTO patents with 853,638 reactions. The reactants are C([Si](C)(C)[O:6][CH2:7][CH2:8][N:9]1[CH:13]=[CH:12][C:11]([NH:14][C:15](=[O:35])[C@@H:16]([C:24]2[CH:29]=[CH:28][C:27]([S:30]([CH3:33])(=[O:32])=[O:31])=[C:26]([Cl:34])[CH:25]=2)[CH2:17][C@H:18]2[CH2:22][CH2:21][C:20](=[O:23])[CH2:19]2)=[N:10]1)(C)(C)C.O1CCCC1.O. The catalyst is C(O)(=O)C. The product is [Cl:34][C:26]1[CH:25]=[C:24]([C@@H:16]([CH2:17][C@H:18]2[CH2:22][CH2:21][C:20](=[O:23])[CH2:19]2)[C:15]([NH:14][C:11]2[CH:12]=[CH:13][N:9]([CH2:8][CH2:7][OH:6])[N:10]=2)=[O:35])[CH:29]=[CH:28][C:27]=1[S:30]([CH3:33])(=[O:32])=[O:31]. The yield is 0.990.